Dataset: Catalyst prediction with 721,799 reactions and 888 catalyst types from USPTO. Task: Predict which catalyst facilitates the given reaction. (1) Reactant: [CH3:1][O:2][C:3]1[CH:19]=[CH:18][CH:17]=[CH:16][C:4]=1[CH2:5][NH:6][NH:7][C:8](=O)[C:9]1[CH:14]=[CH:13][CH:12]=[CH:11][CH:10]=1.[N:20]#[C:21][NH2:22].Cl. Product: [CH3:1][O:2][C:3]1[CH:19]=[CH:18][CH:17]=[CH:16][C:4]=1[CH2:5][N:6]1[CH:21]([NH2:22])[NH:20][C:8]([C:9]2[CH:14]=[CH:13][CH:12]=[CH:11][CH:10]=2)=[N:7]1. The catalyst class is: 38. (2) Reactant: C(OC([N:11]1[CH2:15][C:14](=[O:16])[N:13]=[C:12]1[NH:17][C:18]([O:20][C:21]([CH3:24])([CH3:23])[CH3:22])=[O:19])=O)C1C=CC=CC=1.[N:25]1[C:34]2[C:29](=[N:30][C:31]([CH:35]=O)=[CH:32][CH:33]=2)[CH:28]=[CH:27][CH:26]=1.N1CCCCC1. Product: [C:21]([O:20][C:18](=[O:19])[NH:17][C:12]1[NH:11][C:15](=[CH:35][C:31]2[CH:32]=[CH:33][C:34]3[C:29](=[CH:28][CH:27]=[CH:26][N:25]=3)[N:30]=2)[C:14](=[O:16])[N:13]=1)([CH3:22])([CH3:23])[CH3:24]. The catalyst class is: 41. (3) Reactant: [CH:1]1[C:10]2[C:5](=[CH:6][CH:7]=[CH:8][CH:9]=2)[CH:4]=[CH:3][C:2]=1[NH2:11].C(N(CC)CC)C.[C:19](Cl)(=[O:21])[CH3:20]. Product: [C:19]([NH:11][C:2]1[CH:3]=[CH:4][C:5]2[C:10](=[CH:9][CH:8]=[CH:7][CH:6]=2)[CH:1]=1)(=[O:21])[CH3:20]. The catalyst class is: 2. (4) Product: [CH:13]1([O:12][C:11]2[C:10]([O:18][CH3:19])=[CH:9][CH:8]=[C:3]3[C:2]=2[N:1]=[CH:20][NH:22][C:4]3=[O:5])[CH2:17][CH2:16][CH2:15][CH2:14]1. The catalyst class is: 6. Reactant: [NH2:1][C:2]1[C:11]([O:12][CH:13]2[CH2:17][CH2:16][CH2:15][CH2:14]2)=[C:10]([O:18][CH3:19])[CH:9]=[CH:8][C:3]=1[C:4](OC)=[O:5].[CH:20]([NH2:22])=O. (5) Reactant: [N:1]([CH2:4][CH:5]1[CH2:9][C:8]2[CH:10]=[CH:11][CH:12]=[C:13]([CH:14]3[CH2:18][CH2:17][CH2:16][CH2:15]3)[C:7]=2[O:6]1)=[N+]=[N-]. Product: [CH:14]1([C:13]2[C:7]3[O:6][CH:5]([CH2:4][NH2:1])[CH2:9][C:8]=3[CH:10]=[CH:11][CH:12]=2)[CH2:15][CH2:16][CH2:17][CH2:18]1. The catalyst class is: 45.